Task: Predict the product of the given reaction.. Dataset: Forward reaction prediction with 1.9M reactions from USPTO patents (1976-2016) (1) Given the reactants [Si]([O:8][CH2:9][C@H:10]1[CH2:19][C:18]2[C:13](=[CH:14][CH:15]=[CH:16][C:17]=2[CH2:20][CH2:21][C:22]([OH:25])([CH3:24])[CH3:23])[C@H:12]([CH3:26])[N:11]1C(OC(C)(C)C)=O)(C(C)(C)C)(C)C.[ClH:34], predict the reaction product. The product is: [ClH:34].[OH:8][CH2:9][C@H:10]1[CH2:19][C:18]2[C:13](=[CH:14][CH:15]=[CH:16][C:17]=2[CH2:20][CH2:21][C:22]([CH3:24])([OH:25])[CH3:23])[C@H:12]([CH3:26])[NH:11]1. (2) Given the reactants [Cl:1][C:2]1[C:11]2[C:6](=[CH:7][CH:8]=[C:9]([CH:12]([C:14]3C(C)=NC(C)=C[CH:19]=3)[OH:13])[CH:10]=2)[N:5]=[C:4]([O:22][CH3:23])[C:3]=1[CH2:24][C:25]1[CH:30]=[CH:29][C:28]([C:31]([F:34])([F:33])[F:32])=[CH:27][CH:26]=1.[Li]CCCC.[CH3:40][N:41]1C(C=O)=C[N:43]=[CH:42]1.C(=O)=O, predict the reaction product. The product is: [Cl:1][C:2]1[C:11]2[C:6](=[CH:7][CH:8]=[C:9]([CH:12]([C:14]3[N:41]([CH3:40])[CH:42]=[N:43][CH:19]=3)[OH:13])[CH:10]=2)[N:5]=[C:4]([O:22][CH3:23])[C:3]=1[CH2:24][C:25]1[CH:30]=[CH:29][C:28]([C:31]([F:32])([F:33])[F:34])=[CH:27][CH:26]=1.